The task is: Binary Classification. Given a drug SMILES string, predict its activity (active/inactive) in a high-throughput screening assay against a specified biological target.. This data is from M1 muscarinic receptor antagonist screen with 61,756 compounds. The molecule is S(c1ncccc1C(=O)NC1CCN(CC1)C(OCC)=O)C. The result is 0 (inactive).